Dataset: Catalyst prediction with 721,799 reactions and 888 catalyst types from USPTO. Task: Predict which catalyst facilitates the given reaction. (1) Reactant: [Cl:1][C:2]1[C:11]2[C:12]3[C:17]([NH:18][C:10]=2[C:9]2[C:4](=[CH:5][CH:6]=[CH:7][CH:8]=2)[N:3]=1)=[CH:16][CH:15]=[CH:14][CH:13]=3.[NH:19]1C2C(=CC=CC=2)[C:22](=[O:23])[C:20]1=O.NCCO.CO. Product: [ClH:1].[CH:8]1[CH:7]=[CH:6][CH:5]=[C:4]2[C:9]=1[C:10]1[NH:18][C:17]3[C:12](=[CH:13][CH:14]=[CH:15][CH:16]=3)[C:11]=1[C:2]([NH:19][CH2:20][CH2:22][OH:23])=[N:3]2. The catalyst class is: 486. (2) Reactant: [Br:1][C:2]1[C:3]([F:12])=[CH:4][C:5]([O:10][CH3:11])=[C:6]([NH:8]N)[CH:7]=1.[CH:13](=O)[CH:14]([CH3:16])[CH3:15].Cl.[BH4-].[Na+]. The catalyst class is: 61. Product: [Br:1][C:2]1[C:3]([F:12])=[CH:4][C:5]([O:10][CH3:11])=[C:6]2[C:7]=1[C:14]([CH3:16])([CH3:15])[CH2:13][NH:8]2. (3) Reactant: C([Si]([O:8][CH2:9][C:10]1[C:15]2[CH:16]=[C:17]([CH3:21])[CH2:18][CH2:19][CH2:20][C:14]=2[CH:13]=[CH:12][CH:11]=1)(C)C)(C)(C)C.[F-].C([N+](CCCC)(CCCC)CCCC)CCC.O. Product: [CH3:21][C:17]1[CH2:18][CH2:19][CH2:20][C:14]2[CH:13]=[CH:12][CH:11]=[C:10]([CH2:9][OH:8])[C:15]=2[CH:16]=1. The catalyst class is: 7. (4) Product: [CH2:34]([N:41]1[C:45]([C:46]([F:47])([F:48])[F:49])=[C:44]([CH3:50])[C:43]([Br:51])=[C:42]1[C:52]([N:55]1[CH2:60][CH2:59][O:58][CH2:57][CH2:56]1)=[O:54])[C:35]1[CH:36]=[CH:37][CH:38]=[CH:39][CH:40]=1. The catalyst class is: 173. Reactant: CN(C(ON1N=NC2C=CC=NC1=2)=[N+](C)C)C.F[P-](F)(F)(F)(F)F.CCN(C(C)C)C(C)C.[CH2:34]([N:41]1[C:45]([C:46]([F:49])([F:48])[F:47])=[C:44]([CH3:50])[C:43]([Br:51])=[C:42]1[C:52]([OH:54])=O)[C:35]1[CH:40]=[CH:39][CH:38]=[CH:37][CH:36]=1.[NH:55]1[CH2:60][CH2:59][O:58][CH2:57][CH2:56]1. (5) Reactant: [Cl:1][C:2]1[CH:3]=[C:4]2[C:9](=[CH:10][CH:11]=1)[NH:8][C:7](=[O:12])[C:6]([C:13]1[O:17][N:16]=[C:15]([CH2:18][OH:19])[CH:14]=1)=[C:5]2[C:20]1[CH:25]=[CH:24][CH:23]=[CH:22][CH:21]=1.CC(OI1(OC(C)=O)(OC(C)=O)OC(=O)C2C=CC=CC1=2)=O. Product: [Cl:1][C:2]1[CH:3]=[C:4]2[C:9](=[CH:10][CH:11]=1)[NH:8][C:7](=[O:12])[C:6]([C:13]1[O:17][N:16]=[C:15]([CH:18]=[O:19])[CH:14]=1)=[C:5]2[C:20]1[CH:21]=[CH:22][CH:23]=[CH:24][CH:25]=1. The catalyst class is: 23.